This data is from Reaction yield outcomes from USPTO patents with 853,638 reactions. The task is: Predict the reaction yield, written as a fraction of the theoretical maximum amount of product (1.0 means a 100% yield; for example, 0.34 means a 34% yield). (1) The reactants are [F:1][C:2]1[CH:7]=[C:6]([O:8][C:9]2[C:14]3[N:15]=[CH:16][C:17](=[O:19])[NH:18][C:13]=3[N:12]=[CH:11][CH:10]=2)[CH:5]=[CH:4][C:3]=1[NH:20][C:21](=[O:29])OC1C=CC=CC=1.[C:30]([C:34]1[CH:38]=[C:37]([NH2:39])[N:36]([C:40]2[CH:41]=[N:42][C:43]([CH3:46])=[CH:44][CH:45]=2)[N:35]=1)([CH3:33])([CH3:32])[CH3:31]. No catalyst specified. The product is [C:30]([C:34]1[CH:38]=[C:37]([NH:39][C:21]([NH:20][C:3]2[CH:4]=[CH:5][C:6]([O:8][C:9]3[C:14]4[N:15]=[CH:16][C:17](=[O:19])[NH:18][C:13]=4[N:12]=[CH:11][CH:10]=3)=[CH:7][C:2]=2[F:1])=[O:29])[N:36]([C:40]2[CH:41]=[N:42][C:43]([CH3:46])=[CH:44][CH:45]=2)[N:35]=1)([CH3:33])([CH3:32])[CH3:31]. The yield is 0.170. (2) The reactants are C(OC([N:8]1[CH2:13][CH2:12][CH2:11][CH2:10][CH:9]1[CH2:14][C:15](O)=O)=O)(C)(C)C.[F:18][C:19]1[C:24]([F:25])=[CH:23][CH:22]=[C:21]([NH2:26])[C:20]=1[NH2:27].C(=O)([O-])[O-].[K+].[K+]. No catalyst specified. The product is [F:18][C:19]1[C:20]2[N:27]=[C:15]([CH2:14][CH:9]3[CH2:10][CH2:11][CH2:12][CH2:13][NH:8]3)[NH:26][C:21]=2[CH:22]=[CH:23][C:24]=1[F:25]. The yield is 0.620. (3) The reactants are [CH3:1][O:2][C:3]1[CH:4]=[C:5]2[C:10](=[CH:11][CH:12]=1)[N:9]=[CH:8][C:7]([N+:13]([O-])=O)=[CH:6]2.[H][H]. The catalyst is CCOC(C)=O.[Pd]. The product is [CH3:1][O:2][C:3]1[CH:4]=[C:5]2[C:10](=[CH:11][CH:12]=1)[N:9]=[CH:8][C:7]([NH2:13])=[CH:6]2. The yield is 1.00. (4) The reactants are [Cl:1][C:2]1[CH:7]=[CH:6][C:5]([N:8]2[C:12]([C:13]3[CH:18]=[CH:17][C:16]([Cl:19])=[CH:15][CH:14]=3)=[CH:11][C:10]([C:20](O)=[O:21])=[C:9]2[CH3:23])=[CH:4][CH:3]=1.Cl.[CH3:25][Si:26]1([CH3:32])[CH2:31][CH2:30][NH:29][CH2:28][CH2:27]1.Cl.CN(C)CCCN=C=NCC.OC1C2N=NNC=2C=CC=1.C(N(CC)CC)C. The catalyst is C(#N)C.C(OC(=O)C)C. The product is [Cl:1][C:2]1[CH:3]=[CH:4][C:5]([N:8]2[C:12]([C:13]3[CH:18]=[CH:17][C:16]([Cl:19])=[CH:15][CH:14]=3)=[CH:11][C:10]([C:20]([N:29]3[CH2:30][CH2:31][Si:26]([CH3:32])([CH3:25])[CH2:27][CH2:28]3)=[O:21])=[C:9]2[CH3:23])=[CH:6][CH:7]=1. The yield is 0.280. (5) The reactants are [N+:1]([C:4]1[CH:9]=[CH:8][C:7]([C:10]2[CH:11]=[N:12][CH:13]=[CH:14][CH:15]=2)=[CH:6][CH:5]=1)([O-])=O.[H][H].C(N(CC)CC)C.[CH3:25][C:26]([O:29][C:30](O[C:30]([O:29][C:26]([CH3:28])([CH3:27])[CH3:25])=[O:31])=[O:31])([CH3:28])[CH3:27]. The catalyst is Cl.CO.C(Cl)Cl.O=[Pt]=O.CN(C=O)C. The product is [NH2:1][C:4]1[CH:9]=[CH:8][C:7]([CH:10]2[CH2:15][CH2:14][CH2:13][N:12]([C:30]([O:29][C:26]([CH3:28])([CH3:27])[CH3:25])=[O:31])[CH2:11]2)=[CH:6][CH:5]=1. The yield is 0.530. (6) The reactants are [C:1]([C:4]1[N:9]=[CH:8][C:7]([NH:10][C:11](=[O:39])[CH2:12][C:13]2[CH:18]=[CH:17][C:16]([C:19]3[CH:20]=[N:21][C:22]([O:28][CH2:29][C:30]4[CH:35]=[CH:34][C:33]([O:36][CH3:37])=[CH:32][CH:31]=4)=[C:23]([O:25][CH2:26][CH3:27])[CH:24]=3)=[CH:15][C:14]=2[F:38])=[CH:6][C:5]=1[C:40]([F:43])([F:42])[F:41])(=[O:3])[CH3:2].[CH3:44][Mg]Br.O. The catalyst is C1COCC1. The product is [CH2:26]([O:25][C:23]1[CH:24]=[C:19]([C:16]2[CH:17]=[CH:18][C:13]([CH2:12][C:11]([NH:10][C:7]3[CH:8]=[N:9][C:4]([C:1]([OH:3])([CH3:44])[CH3:2])=[C:5]([C:40]([F:41])([F:43])[F:42])[CH:6]=3)=[O:39])=[C:14]([F:38])[CH:15]=2)[CH:20]=[N:21][C:22]=1[O:28][CH2:29][C:30]1[CH:31]=[CH:32][C:33]([O:36][CH3:37])=[CH:34][CH:35]=1)[CH3:27]. The yield is 0.511.